From a dataset of Reaction yield outcomes from USPTO patents with 853,638 reactions. Predict the reaction yield, written as a fraction of the theoretical maximum amount of product (1.0 means a 100% yield; for example, 0.34 means a 34% yield). (1) The reactants are [O:1]=[C:2]1[C:7]2[CH:8]=[CH:9][CH:10]=[CH:11][C:6]=2[S:5][C:4]([C:12]2[N:17]=[C:16]([S:18]([CH2:21][C:22]([O:24]C(C)(C)C)=[O:23])(=[O:20])=[O:19])[CH:15]=[CH:14][CH:13]=2)=[N:3]1.C(OC(C)C)(C)C. The catalyst is FC(F)(F)C(O)=O. The product is [O:1]=[C:2]1[C:7]2[CH:8]=[CH:9][CH:10]=[CH:11][C:6]=2[S:5][C:4]([C:12]2[N:17]=[C:16]([S:18]([CH2:21][C:22]([OH:24])=[O:23])(=[O:20])=[O:19])[CH:15]=[CH:14][CH:13]=2)=[N:3]1. The yield is 0.550. (2) The reactants are [Br:1][CH2:2][CH2:3][CH2:4][C:5]([CH3:8])([OH:7])[CH3:6].N1C(C)=CC=CC=1C.[Si:17](OS(C(F)(F)F)(=O)=O)([C:20]([CH3:23])([CH3:22])[CH3:21])([CH3:19])[CH3:18].O. The catalyst is C(Cl)Cl. The product is [Br:1][CH2:2][CH2:3][CH2:4][C:5]([CH3:8])([O:7][Si:17]([C:20]([CH3:23])([CH3:22])[CH3:21])([CH3:19])[CH3:18])[CH3:6]. The yield is 0.800. (3) The reactants are [CH2:1]([O:8][C:9]1[CH:10]=[CH:11][C:12]([O:19][CH3:20])=[C:13]([NH:15][C:16](=O)[CH3:17])[CH:14]=1)[C:2]1[CH:7]=[CH:6][CH:5]=[CH:4][CH:3]=1.CO. The catalyst is C1COCC1. The product is [CH2:1]([O:8][C:9]1[CH:10]=[CH:11][C:12]([O:19][CH3:20])=[C:13]([CH:14]=1)[NH:15][CH2:16][CH3:17])[C:2]1[CH:3]=[CH:4][CH:5]=[CH:6][CH:7]=1. The yield is 1.00. (4) The reactants are [C:1]([OH:10])(=[O:9])[C:2]1[C:3](=[CH:5][CH:6]=[CH:7][CH:8]=1)[NH2:4].CC1(C)O[C:17](=[O:18])[CH2:16][C:14](=[O:15])[O:13]1. The catalyst is C1(C)C=CC=CC=1. The product is [C:14]([CH2:16][C:17]([NH:4][C:3]1[CH:5]=[CH:6][CH:7]=[CH:8][C:2]=1[C:1]([OH:10])=[O:9])=[O:18])([OH:15])=[O:13]. The yield is 0.860. (5) The reactants are C1(O[C:8](=[O:26])[NH:9][C:10]2[CH:15]=[CH:14][CH:13]=[C:12]([C:16]#[C:17][C:18]3[C:19]([NH2:25])=[N:20][CH:21]=[N:22][C:23]=3[NH2:24])[CH:11]=2)C=CC=CC=1.[O:27]1[CH2:32][CH2:31][O:30][CH2:29][CH:28]1[CH2:33][NH2:34].C(N(CC)CC)C. The catalyst is C1COCC1. The product is [NH2:24][C:23]1[C:18]([C:17]#[C:16][C:12]2[CH:11]=[C:10]([NH:9][C:8]([NH:34][CH2:33][CH:28]3[CH2:29][O:30][CH2:31][CH2:32][O:27]3)=[O:26])[CH:15]=[CH:14][CH:13]=2)=[C:19]([NH2:25])[N:20]=[CH:21][N:22]=1. The yield is 0.770.